From a dataset of Full USPTO retrosynthesis dataset with 1.9M reactions from patents (1976-2016). Predict the reactants needed to synthesize the given product. (1) The reactants are: [H-].[Li+].[Al+3].[H-].[H-].[H-].[CH2:7]([N:10]1[CH:14]=[C:13]([C:15](OC)=[O:16])[N:12]=[N:11]1)[CH2:8][CH3:9].S([O-])([O-])(=O)=S.[Na+].[Na+]. Given the product [OH:16][CH2:15][C:13]1[N:12]=[N:11][N:10]([CH2:7][CH2:8][CH3:9])[CH:14]=1, predict the reactants needed to synthesize it. (2) Given the product [NH2:1][C:2](=[N:32][O:33][C:34](=[O:48])[C@@H:35]([NH2:40])[C@@H:36]([CH3:39])[CH2:37][CH3:38])[C:3]1[CH:31]=[CH:30][C:6]([O:7][CH2:8][CH2:9][CH2:10][CH:11]2[CH2:16][CH2:15][N:14]([CH2:17][CH2:18][CH2:19][O:20][C:21]3[CH:22]=[CH:23][C:24]([C:25]([NH2:27])=[O:26])=[CH:28][CH:29]=3)[CH2:13][CH2:12]2)=[CH:5][CH:4]=1, predict the reactants needed to synthesize it. The reactants are: [NH2:1][C:2](=[N:32][O:33][C:34](=[O:48])[C@@H:35]([NH:40]C(OC(C)(C)C)=O)[C@@H:36]([CH3:39])[CH2:37][CH3:38])[C:3]1[CH:31]=[CH:30][C:6]([O:7][CH2:8][CH2:9][CH2:10][CH:11]2[CH2:16][CH2:15][N:14]([CH2:17][CH2:18][CH2:19][O:20][C:21]3[CH:29]=[CH:28][C:24]([C:25]([NH2:27])=[O:26])=[CH:23][CH:22]=3)[CH2:13][CH2:12]2)=[CH:5][CH:4]=1.Cl.C(O)C. (3) Given the product [C:35]([O:34][C:32]([N:29]1[CH2:28][CH2:27][C:26]2([N:22]([C:12]([C:10]3[CH:9]=[CH:8][C:7]([N:15]4[CH2:18][C:17]([F:20])([F:19])[CH2:16]4)=[C:6]([O:5][CH2:4][CH:1]4[CH2:2][CH2:3]4)[N:11]=3)=[O:14])[CH2:23][CH2:24][CH2:25]2)[CH2:31][CH2:30]1)=[O:33])([CH3:38])([CH3:36])[CH3:37], predict the reactants needed to synthesize it. The reactants are: [CH:1]1([CH2:4][O:5][C:6]2[N:11]=[C:10]([C:12]([OH:14])=O)[CH:9]=[CH:8][C:7]=2[N:15]2[CH2:18][C:17]([F:20])([F:19])[CH2:16]2)[CH2:3][CH2:2]1.Cl.[NH:22]1[C:26]2([CH2:31][CH2:30][N:29]([C:32]([O:34][C:35]([CH3:38])([CH3:37])[CH3:36])=[O:33])[CH2:28][CH2:27]2)[CH2:25][CH2:24][CH2:23]1.CN(C(ON1N=NC2C=CC=CC1=2)=[N+](C)C)C.[B-](F)(F)(F)F.CCN(C(C)C)C(C)C. (4) Given the product [NH:24]1[C:32]2[C:27](=[C:28]([C:2]3[N:7]=[C:6]([CH2:8][N:9]([CH3:17])[CH2:10][C:11]4[CH:12]=[N:13][CH:14]=[CH:15][CH:16]=4)[CH:5]=[C:4]([N:18]4[CH2:23][CH2:22][O:21][CH2:20][CH2:19]4)[N:3]=3)[CH:29]=[CH:30][CH:31]=2)[CH:26]=[CH:25]1, predict the reactants needed to synthesize it. The reactants are: Cl[C:2]1[N:7]=[C:6]([CH2:8][N:9]([CH3:17])[CH2:10][C:11]2[CH:12]=[N:13][CH:14]=[CH:15][CH:16]=2)[CH:5]=[C:4]([N:18]2[CH2:23][CH2:22][O:21][CH2:20][CH2:19]2)[N:3]=1.[NH:24]1[C:32]2[CH:31]=[CH:30][CH:29]=[C:28](B(O)O)[C:27]=2[CH:26]=[CH:25]1. (5) Given the product [CH:3]1([C:6]2[C:11]([C:12]3[CH:17]=[CH:16][C:15]([F:18])=[CH:14][CH:13]=3)=[C:10]([F:19])[C:9]([O:20][CH3:21])=[C:8]([CH2:22][N:23]3[CH2:26][C:25]4([CH2:30][C:29]([N:31]5[CH2:32][CH2:33][C:34]([CH3:42])([C:37]([OH:39])=[O:38])[CH2:35][CH2:36]5)=[N:28][O:27]4)[CH2:24]3)[CH:7]=2)[CH2:5][CH2:4]1, predict the reactants needed to synthesize it. The reactants are: [OH-].[Na+].[CH:3]1([C:6]2[C:11]([C:12]3[CH:17]=[CH:16][C:15]([F:18])=[CH:14][CH:13]=3)=[C:10]([F:19])[C:9]([O:20][CH3:21])=[C:8]([CH2:22][N:23]3[CH2:26][C:25]4([CH2:30][C:29]([N:31]5[CH2:36][CH2:35][C:34]([CH3:42])([C:37]([O:39]CC)=[O:38])[CH2:33][CH2:32]5)=[N:28][O:27]4)[CH2:24]3)[CH:7]=2)[CH2:5][CH2:4]1. (6) Given the product [CH3:13][O:12][C:9]1[CH:10]=[C:11]2[C:6](=[CH:7][C:8]=1[O:14][CH3:15])[N:5]=[CH:4][N:3]=[CH:2]2, predict the reactants needed to synthesize it. The reactants are: Cl[C:2]1[C:11]2[C:6](=[CH:7][C:8]([O:14][CH3:15])=[C:9]([O:12][CH3:13])[CH:10]=2)[N:5]=[CH:4][N:3]=1.BrC1C=C(C=CC=1)C=O.[I-].C[N+]1C=CN(C)C=1.[H-].[Na+]. (7) Given the product [Cl:23][C:15]1[C:16]([N:18]2[CH2:19][CH2:20][CH2:21][CH2:22]2)=[CH:17][C:12]2[O:11][CH:10]([C:24]([N:26]3[CH2:27][CH2:28][C:29]([CH2:32][C:33]4[CH:38]=[CH:37][C:36]([F:39])=[CH:35][CH:34]=4)([C:40]#[N:41])[CH2:30][CH2:31]3)=[O:25])[CH2:9][NH:8][C:13]=2[CH:14]=1, predict the reactants needed to synthesize it. The reactants are: C(OC([N:8]1[C:13]2[CH:14]=[C:15]([Cl:23])[C:16]([N:18]3[CH2:22][CH2:21][CH2:20][CH2:19]3)=[CH:17][C:12]=2[O:11][CH:10]([C:24]([N:26]2[CH2:31][CH2:30][C:29]([C:40]#[N:41])([CH2:32][C:33]3[CH:38]=[CH:37][C:36]([F:39])=[CH:35][CH:34]=3)[CH2:28][CH2:27]2)=[O:25])[CH2:9]1)=O)(C)(C)C.FC(F)(F)C(O)=O. (8) Given the product [CH:3]1[C:4]2[C:9](=[CH:8][CH:7]=[CH:6][CH:5]=2)[CH:10]=[CH:11][C:2]=1[C:3]1[CH:2]=[CH:11][CH:10]=[CH:9][C:4]=1[CH3:5], predict the reactants needed to synthesize it. The reactants are: Br[C:2]1[CH:11]=[CH:10][C:9]2[C:4](=[CH:5][CH:6]=[CH:7][CH:8]=2)[CH:3]=1.Cl.